From a dataset of hERG potassium channel inhibition data for cardiac toxicity prediction from Karim et al.. Regression/Classification. Given a drug SMILES string, predict its toxicity properties. Task type varies by dataset: regression for continuous values (e.g., LD50, hERG inhibition percentage) or binary classification for toxic/non-toxic outcomes (e.g., AMES mutagenicity, cardiotoxicity, hepatotoxicity). Dataset: herg_karim. (1) The drug is CC1Sc2ccccc2OC1c1ccc(OCCCN2CCCC2)cc1. The result is 1 (blocker). (2) The drug is O=C(NCc1ccc(Br)cc1)C1c2ccccc2C(=O)N1CCc1ccccn1. The result is 1 (blocker). (3) The drug is CC(C)(O)c1cc2nc(-c3cnc(N)nc3)nc(N3CCOCC3)c2s1. The result is 0 (non-blocker). (4) The compound is CC1(C)C[C@H](CN2CCC(F)(CNC(=O)c3cc(Cl)cc(Cl)c3)CC2)CCO1. The result is 1 (blocker). (5) The compound is CNC(C)C1(c2ccc(Cl)c(Cl)c2)CCCCC1. The result is 0 (non-blocker). (6) The compound is COc1ccc2c(c1)CC(CCN(C)C)=C2[C@@H](C)c1nccs1. The result is 0 (non-blocker).